From a dataset of Experimentally validated miRNA-target interactions with 360,000+ pairs, plus equal number of negative samples. Binary Classification. Given a miRNA mature sequence and a target amino acid sequence, predict their likelihood of interaction. The miRNA is mmu-miR-24-3p with sequence UGGCUCAGUUCAGCAGGAACAG. The protein sequence of the target gene is MTKSYSESGLMGEPQPQGPPSWTDECLSSQDEEHEADKKEDELEAMNAEEDSLRNGGEEEEEDEDLEEEEEEEEEEEDQKPKRRGPKKKKMTKARLERFKLRRMKANARERNRMHGLNAALDNLRKVVPCYSKTQKLSKIETLRLAKNYIWALSEILRSGKSPDLVSFVQTLCKGLSQPTTNLVAGCLQLNPRTFLPEQNPDMPPHLPTASASFPVHPYSYQSPGLPSPPYGTMDSSHVFHVKPPPHAYSAALEPFFESPLTDCTSPSFDGPLSPPLSINGNFSFKHEPSAEFEKNYAFT.... Result: 1 (interaction).